From a dataset of Blood-brain barrier permeability classification from the B3DB database. Regression/Classification. Given a drug SMILES string, predict its absorption, distribution, metabolism, or excretion properties. Task type varies by dataset: regression for continuous measurements (e.g., permeability, clearance, half-life) or binary classification for categorical outcomes (e.g., BBB penetration, CYP inhibition). Dataset: b3db_classification. (1) The compound is CC(=O)OC1CC2CCC3C(CCC4(C)C3CC([N+]3(C)CCCCC3)C4OC(C)=O)C2(C)CC1N1CCCCC1. The result is 0 (does not penetrate BBB). (2) The molecule is Cc1cc(Cl)ccc1OC(C)C(=O)O. The result is 1 (penetrates BBB). (3) The molecule is CN(C)Cc1ccc(-c2c[nH]c(=O)c3cccc(O)c23)cc1. The result is 1 (penetrates BBB). (4) The molecule is COc1ccnc(C[S+]([O-])c2nc3ccc(-n4cccc4)cc3[nH]2)c1C. The result is 0 (does not penetrate BBB).